Task: Predict the reaction yield, written as a fraction of the theoretical maximum amount of product (1.0 means a 100% yield; for example, 0.34 means a 34% yield).. Dataset: Reaction yield outcomes from USPTO patents with 853,638 reactions (1) The reactants are [CH2:1]([C:5]1[N:6]=[C:7]([CH3:27])[NH:8][C:9](=[O:26])[C:10]=1[CH2:11][C:12]1[CH:17]=[CH:16][C:15]([C:18]2[C:19]([C:24]#[N:25])=[CH:20][CH:21]=[CH:22][CH:23]=2)=[CH:14][CH:13]=1)[CH2:2][CH2:3][CH3:4].N(C(N1CCCCC1)=O)=NC(N1CCCCC1)=O.C(P(CCCC)CCCC)CCC.[CH3:59][C:60]1[CH:61]=[CH:62][C:63]([CH2:66]O)=[N:64][CH:65]=1. The catalyst is C(OCC)(=O)C.O1CCCC1. The product is [CH2:1]([C:5]1[N:6]=[C:7]([CH3:27])[N:8]([CH2:66][C:63]2[CH:62]=[CH:61][C:60]([CH3:59])=[CH:65][N:64]=2)[C:9](=[O:26])[C:10]=1[CH2:11][C:12]1[CH:17]=[CH:16][C:15]([C:18]2[C:19]([C:24]#[N:25])=[CH:20][CH:21]=[CH:22][CH:23]=2)=[CH:14][CH:13]=1)[CH2:2][CH2:3][CH3:4]. The yield is 0.470. (2) The reactants are [Na:1].N1C(N)=C2C(N(C([C@@H]([C@H](CO)OCP(O)(O)=O)O)=O)C=N2)=NC=1.[N:25]1([C:34]([C@@H:36]([C@H:38]([CH2:51][OH:52])[O:39][CH2:40][P:41]([O:47]C(C)C)([O:43]C(C)C)=[O:42])[OH:37])=[O:35])[CH:33]=[C:31]([CH3:32])[C:29](=[O:30])[NH:28][C:26]1=[O:27]. No catalyst specified. The product is [Na:1].[N:25]1([C:34]([C@@H:36]([C@H:38]([CH2:51][OH:52])[O:39][CH2:40][P:41]([OH:43])([OH:47])=[O:42])[OH:37])=[O:35])[CH:33]=[C:31]([CH3:32])[C:29](=[O:30])[NH:28][C:26]1=[O:27]. The yield is 0.420. (3) The reactants are [Cl:1][C:2]1[CH:7]=[C:6]([Cl:8])[CH:5]=[CH:4][C:3]=1[C:9]1[C:10]([C:28]([O:30][C:31]([CH3:34])([CH3:33])[CH3:32])=[O:29])=[CH:11][N:12]([CH2:14][CH2:15][CH2:16][N:17]2C(=O)C3C=CC=CC=3C2=O)[CH:13]=1.NN.C(Cl)Cl.C(#N)C. The catalyst is C(O)C. The product is [NH2:17][CH2:16][CH2:15][CH2:14][N:12]1[CH:13]=[C:9]([C:3]2[CH:4]=[CH:5][C:6]([Cl:8])=[CH:7][C:2]=2[Cl:1])[C:10]([C:28]([O:30][C:31]([CH3:34])([CH3:33])[CH3:32])=[O:29])=[CH:11]1. The yield is -0.870. (4) The reactants are [NH:1]1[CH:5]=[CH:4][CH:3]=[C:2]1[C:6]([OH:8])=[O:7].C(N(CC)CC)C.[CH2:16](Br)[C:17]1[CH:22]=[CH:21][CH:20]=[CH:19][CH:18]=1. The catalyst is CN(C=O)C. The product is [CH2:16]([O:7][C:6]([C:2]1[NH:1][CH:5]=[CH:4][CH:3]=1)=[O:8])[C:17]1[CH:22]=[CH:21][CH:20]=[CH:19][CH:18]=1. The yield is 0.900. (5) The reactants are Cl[C:2]1[CH:7]=[CH:6][C:5]([N+:8]([O-:10])=[O:9])=[CH:4][C:3]=1[S:11]([NH2:14])(=[O:13])=[O:12].[CH2:15]([NH2:22])[C:16]1[CH:21]=[CH:20][CH:19]=[CH:18][CH:17]=1.C(N(CC)CC)C. The catalyst is C(#N)C. The product is [CH2:15]([NH:22][C:2]1[CH:7]=[CH:6][C:5]([N+:8]([O-:10])=[O:9])=[CH:4][C:3]=1[S:11]([NH2:14])(=[O:13])=[O:12])[C:16]1[CH:21]=[CH:20][CH:19]=[CH:18][CH:17]=1. The yield is 0.840. (6) The reactants are [C:1]([N:20]1[CH:28]=[C:27]2[C:22]([CH2:23][CH2:24][CH2:25][C:26]2=[N:29][OH:30])=[N:21]1)([C:14]1[CH:19]=[CH:18][CH:17]=[CH:16][CH:15]=1)([C:8]1[CH:13]=[CH:12][CH:11]=[CH:10][CH:9]=1)[C:2]1[CH:7]=[CH:6][CH:5]=[CH:4][CH:3]=1.N1C=CC=C[CH:32]=1.C[C:38]#[C:39][C:40]([O-:42])=[O:41].O. The catalyst is CS(C)=O. The product is [CH3:32][O:42][C:40](=[O:41])[CH:39]=[CH:38][O:30]/[N:29]=[C:26]1/[C:27]2[C:22]([CH2:23][CH2:24][CH2:25]/1)=[N:21][N:20]([C:1]([C:14]1[CH:19]=[CH:18][CH:17]=[CH:16][CH:15]=1)([C:8]1[CH:13]=[CH:12][CH:11]=[CH:10][CH:9]=1)[C:2]1[CH:3]=[CH:4][CH:5]=[CH:6][CH:7]=1)[CH:28]=2. The yield is 0.940. (7) The yield is 0.910. The reactants are [N+:1]([C:4]1[CH:22]=[CH:21][C:7]([O:8][C:9]2[N:14]=[CH:13][N:12]=[C:11]([NH:15][C:16]([CH:18]3[CH2:20][CH2:19]3)=[O:17])[CH:10]=2)=[CH:6][CH:5]=1)([O-])=O. The product is [NH2:1][C:4]1[CH:22]=[CH:21][C:7]([O:8][C:9]2[N:14]=[CH:13][N:12]=[C:11]([NH:15][C:16]([CH:18]3[CH2:19][CH2:20]3)=[O:17])[CH:10]=2)=[CH:6][CH:5]=1. The catalyst is C(Cl)Cl.[Pd].